From a dataset of Full USPTO retrosynthesis dataset with 1.9M reactions from patents (1976-2016). Predict the reactants needed to synthesize the given product. (1) Given the product [Br:23][C:21]1[CH:20]=[CH:19][C:18]([O:24][CH2:31][C:30]2[CH:33]=[CH:34][C:27]([F:26])=[CH:28][CH:29]=2)=[C:17]([C:12]2[N:11]([C:9]3[CH:8]=[N:7][CH:6]=[C:5]([CH:10]=3)[C:4]([OH:3])=[O:25])[C:15]([CH3:16])=[CH:14][CH:13]=2)[CH:22]=1, predict the reactants needed to synthesize it. The reactants are: C([O:3][C:4](=[O:25])[C:5]1[CH:10]=[C:9]([N:11]2[C:15]([CH3:16])=[CH:14][CH:13]=[C:12]2[C:17]2[CH:22]=[C:21]([Br:23])[CH:20]=[CH:19][C:18]=2[OH:24])[CH:8]=[N:7][CH:6]=1)C.[F:26][C:27]1[CH:34]=[CH:33][C:30]([CH2:31]Br)=[CH:29][CH:28]=1.C(=O)([O-])[O-].[K+].[K+]. (2) Given the product [Cl:20][C:13]1[CH:14]=[C:15]([F:19])[CH:16]=[C:17]([Cl:18])[C:12]=1[N:11]1[CH:10]=[C:5]2[CH:6]=[N:7][CH:8]=[CH:9][C:4]2=[N:1]1, predict the reactants needed to synthesize it. The reactants are: [N:1]([C:4]1[CH:9]=[CH:8][N:7]=[CH:6][C:5]=1/[CH:10]=[N:11]/[C:12]1[C:17]([Cl:18])=[CH:16][C:15]([F:19])=[CH:14][C:13]=1[Cl:20])=[N+]=[N-]. (3) Given the product [CH:32]1([C:35]2[C:36]([O:49][CH:50]3[CH2:55][CH2:54][CH2:53][C:52]([CH3:57])([CH3:56])[CH2:51]3)=[CH:37][C:38]([F:48])=[C:39]([CH:47]=2)[C:40]([OH:42])=[O:41])[CH2:34][CH2:33]1, predict the reactants needed to synthesize it. The reactants are: C(C1(COC2C(C3CC3)=CC(C(OC(C)(C)C)=O)=C(F)C=2)C2CC3CC(CC1C3)C2)#N.[CH:32]1([C:35]2[C:36]([O:49][CH:50]3[CH2:55][CH2:54][CH2:53][C:52]([CH3:57])([CH3:56])[CH2:51]3)=[CH:37][C:38]([F:48])=[C:39]([CH:47]=2)[C:40]([O:42]C(C)(C)C)=[O:41])[CH2:34][CH2:33]1. (4) Given the product [C:2]1([NH:1][CH:20]2[CH2:19][CH2:18][C:17]([C:24]3[CH:25]=[CH:26][CH:27]=[CH:28][CH:29]=3)([N:16]([CH3:30])[CH3:15])[CH2:22][CH2:21]2)[C:14]2[CH2:13][C:12]3[C:7](=[CH:8][CH:9]=[CH:10][CH:11]=3)[C:6]=2[CH:5]=[CH:4][CH:3]=1, predict the reactants needed to synthesize it. The reactants are: [NH2:1][C:2]1[C:14]2[CH2:13][C:12]3[C:7](=[CH:8][CH:9]=[CH:10][CH:11]=3)[C:6]=2[CH:5]=[CH:4][CH:3]=1.[CH3:15][N:16]([CH3:30])[C:17]1([C:24]2[CH:29]=[CH:28][CH:27]=[CH:26][CH:25]=2)[CH2:22][CH2:21][C:20](=O)[CH2:19][CH2:18]1.C(O)(=O)C.C(O[BH-](OC(=O)C)OC(=O)C)(=O)C.[Na+]. (5) Given the product [Cl:16][N:4]1[C:3]([CH2:9][Cl:10])([CH2:2][Cl:1])[CH2:7][O:6][C:5]1=[O:8], predict the reactants needed to synthesize it. The reactants are: [Cl:1][CH2:2][C:3]1([CH2:9][Cl:10])[CH2:7][O:6][C:5](=[O:8])[NH:4]1.C(O[Cl:16])(C)(C)C. (6) Given the product [F:16][C:6]1[C:5]2[O:4][CH2:3][CH:2]([NH:1][CH2:30][CH2:29][CH2:28][CH2:27][C:21]3[C:20]4[C:24](=[CH:25][CH:26]=[C:18]([F:17])[CH:19]=4)[NH:23][CH:22]=3)[CH2:11][C:10]=2[C:9]([C:12]([O:14][CH3:15])=[O:13])=[CH:8][CH:7]=1, predict the reactants needed to synthesize it. The reactants are: [NH2:1][CH:2]1[CH2:11][C:10]2[C:9]([C:12]([O:14][CH3:15])=[O:13])=[CH:8][CH:7]=[C:6]([F:16])[C:5]=2[O:4][CH2:3]1.[F:17][C:18]1[CH:19]=[C:20]2[C:24](=[CH:25][CH:26]=1)[NH:23][CH:22]=[C:21]2[CH2:27][CH2:28][CH2:29][CH:30]=O.C(O)(=O)C.C([BH3-])#N.[Na+]. (7) Given the product [NH2:8][C@@H:9]([CH3:12])[CH2:10][O:11][C:14]1[CH:29]=[CH:28][C:17]([C:18]([O:20][CH2:21][C:22]2[CH:27]=[CH:26][CH:25]=[CH:24][CH:23]=2)=[O:19])=[CH:16][CH:15]=1, predict the reactants needed to synthesize it. The reactants are: C(OC([NH:8][C@@H:9]([CH3:12])[CH2:10][OH:11])=O)(C)(C)C.O[C:14]1[CH:29]=[CH:28][C:17]([C:18]([O:20][CH2:21][C:22]2[CH:27]=[CH:26][CH:25]=[CH:24][CH:23]=2)=[O:19])=[CH:16][CH:15]=1.C1C=CC(P(C2C=CC=CC=2)C2C=CC=CC=2)=CC=1.CC(OC(/N=N/C(OC(C)C)=O)=O)C. (8) Given the product [NH2:23][C:22]1[C:3]([C:1]#[N:2])=[C:4]([CH:19]=[CH:20][CH:21]=1)[O:5][CH2:6][C:7]([NH:10][C:11](=[O:18])[C:12]1[CH:13]=[CH:14][N:15]=[CH:16][CH:17]=1)([CH3:9])[CH3:8], predict the reactants needed to synthesize it. The reactants are: [C:1]([C:3]1[C:22]([N+:23]([O-])=O)=[CH:21][CH:20]=[CH:19][C:4]=1[O:5][CH2:6][C:7]([NH:10][C:11](=[O:18])[C:12]1[CH:17]=[CH:16][N:15]=[CH:14][CH:13]=1)([CH3:9])[CH3:8])#[N:2].C(O)(=O)C.